Predict the reactants needed to synthesize the given product. From a dataset of Full USPTO retrosynthesis dataset with 1.9M reactions from patents (1976-2016). (1) The reactants are: [F:1][C:2]1[CH:7]=[CH:6][C:5]([C@@H:8]([NH2:10])[CH3:9])=[CH:4][CH:3]=1.C(=O)([O-])[O-].[K+].[K+].Br[CH2:18][CH2:19][CH2:20][CH2:21][C:22](Cl)=[O:23]. Given the product [F:1][C:2]1[CH:7]=[CH:6][C:5]([CH:8]([N:10]2[CH2:18][CH2:19][CH2:20][CH2:21][C:22]2=[O:23])[CH3:9])=[CH:4][CH:3]=1, predict the reactants needed to synthesize it. (2) Given the product [Cl:13][CH2:14][C:15]([NH:16][C:9]([CH3:12])([CH3:10])[CH2:8][C:5]1[CH:6]=[CH:7][C:2]([Cl:1])=[CH:3][CH:4]=1)=[O:18], predict the reactants needed to synthesize it. The reactants are: [Cl:1][C:2]1[CH:7]=[CH:6][C:5]([CH2:8][C:9]([CH3:12])(O)[CH3:10])=[CH:4][CH:3]=1.[Cl:13][CH2:14][C:15]#[N:16].S(=O)(=O)(O)[OH:18].C(=O)([O-])[O-].[K+].[K+]. (3) Given the product [CH:1]([C:15]1[NH:14][C:13]([CH2:16][CH2:17][C:18]([O:20][CH2:21][CH3:22])=[O:19])=[CH:12][C:11]=1[CH2:8][CH2:9][CH3:10])=[O:2], predict the reactants needed to synthesize it. The reactants are: [CH:1](OC)(OC)[O:2]C.[CH2:8]([C:11]1[CH:12]=[C:13]([CH2:16][CH2:17][C:18]([O:20][CH2:21][CH3:22])=[O:19])[NH:14][CH:15]=1)[CH2:9][CH3:10].O.[OH-].[Na+]. (4) Given the product [CH2:41]([N:14]([CH2:12][CH3:13])[C:15]([C:17]1[CH:18]=[CH:19][C:20]2[C:21](=[C:33]3[CH2:39][CH:38]4[NH:40][CH:35]([CH2:36][CH2:37]4)[CH2:34]3)[C:22]3[C:27]([O:28][C:29]=2[CH:30]=1)=[CH:26][C:25]([OH:31])=[CH:24][CH:23]=3)=[O:16])[CH3:42], predict the reactants needed to synthesize it. The reactants are: B(Br)(Br)Br.FC(F)(F)C(O)=O.[CH2:12]([N:14]([CH2:41][CH3:42])[C:15]([C:17]1[CH:18]=[CH:19][C:20]2[C:21](=[C:33]3[CH2:39][CH:38]4[NH:40][CH:35]([CH2:36][CH2:37]4)[CH2:34]3)[C:22]3[C:27]([O:28][C:29]=2[CH:30]=1)=[CH:26][C:25]([O:31]C)=[CH:24][CH:23]=3)=[O:16])[CH3:13].[OH-].[NH4+].